This data is from Forward reaction prediction with 1.9M reactions from USPTO patents (1976-2016). The task is: Predict the product of the given reaction. (1) Given the reactants [OH-].[Na+].[Br:3][C:4]1[CH:9]=[CH:8][CH:7]=[CH:6][C:5]=1[SH:10].Cl[C:12]1[CH:17]=[CH:16][C:15]([N+:18]([O-:20])=[O:19])=[CH:14][C:13]=1[S:21]([OH:23])=[O:22].Cl, predict the reaction product. The product is: [Br:3][C:4]1[CH:9]=[CH:8][CH:7]=[CH:6][C:5]=1[S:10][C:12]1[CH:17]=[CH:16][C:15]([N+:18]([O-:20])=[O:19])=[CH:14][C:13]=1[S:21]([OH:23])=[O:22]. (2) The product is: [CH3:1][C:2]1[CH:11]=[C:10]([N:12]2[CH2:17][CH2:16][N:15]([C:32](=[O:35])[CH2:33][CH3:34])[CH2:14][CH2:13]2)[N:9]=[C:8]2[C:3]=1[C:4](=[O:31])[CH:5]=[C:6]([NH:24][C:25]1[CH:30]=[CH:29][CH:28]=[CH:27][CH:26]=1)[N:7]2[C:18]1[CH:23]=[CH:22][CH:21]=[CH:20][CH:19]=1. Given the reactants [CH3:1][C:2]1[CH:11]=[C:10]([N:12]2[CH2:17][CH2:16][NH:15][CH2:14][CH2:13]2)[N:9]=[C:8]2[C:3]=1[C:4](=[O:31])[CH:5]=[C:6]([NH:24][C:25]1[CH:30]=[CH:29][CH:28]=[CH:27][CH:26]=1)[N:7]2[C:18]1[CH:23]=[CH:22][CH:21]=[CH:20][CH:19]=1.[C:32](O)(=[O:35])[CH2:33][CH3:34].CCN=C=NCCCN(C)C.CN1CCOCC1, predict the reaction product. (3) Given the reactants [NH:1]1[CH2:5][CH2:4][C@H:3]([CH2:6][NH:7][C:8](=[O:14])[O:9][C:10]([CH3:13])([CH3:12])[CH3:11])[CH2:2]1.C(N(CC)CC)C.Cl[C:23]([O:25][CH2:26][C:27]1[CH:32]=[CH:31][CH:30]=[CH:29][CH:28]=1)=[O:24].O, predict the reaction product. The product is: [CH3:12][C:10]([O:9][C:8]([NH:7][CH2:6][C@H:3]1[CH2:4][CH2:5][N:1]([C:23]([O:25][CH2:26][C:27]2[CH:32]=[CH:31][CH:30]=[CH:29][CH:28]=2)=[O:24])[CH2:2]1)=[O:14])([CH3:11])[CH3:13]. (4) Given the reactants [Br:1][C:2]1[CH:7]=[CH:6][C:5]([Br:8])=[CH:4][C:3]=1[C:9]1(O)[CH2:12][CH2:11][CH2:10]1.C([BH3-])#N.[Na+].C([O-])(O)=O.[Na+], predict the reaction product. The product is: [Br:1][C:2]1[CH:7]=[CH:6][C:5]([Br:8])=[CH:4][C:3]=1[CH:9]1[CH2:12][CH2:11][CH2:10]1. (5) The product is: [Ti:1]([Cl:5])([Cl:4])([Cl:3])[Cl:2].[OH-:8].[Ti+4:1].[OH-:8].[OH-:8].[OH-:8]. Given the reactants [Ti:1]([Cl:5])([Cl:4])([Cl:3])[Cl:2].NC(N)=[O:8].N, predict the reaction product. (6) Given the reactants [C:1]1([N:7]([C:15]2[CH:20]=[CH:19][CH:18]=[CH:17][CH:16]=2)[C:8]2[CH:13]=[CH:12][C:11]([NH2:14])=[CH:10][CH:9]=2)[CH:6]=[CH:5][CH:4]=[CH:3][CH:2]=1.I[C:22]1[CH:23]=[C:24](C)[CH:25]=[CH:26][CH:27]=1.[C:29](=O)([O-])[O-].[K+].[K+], predict the reaction product. The product is: [C:1]1([N:7]([C:15]2[CH:20]=[C:19]([CH3:29])[CH:18]=[CH:17][CH:16]=2)[C:8]2[CH:13]=[CH:12][C:11]([NH:14][C:22]3[CH:23]=[CH:24][CH:25]=[CH:26][CH:27]=3)=[CH:10][CH:9]=2)[CH:6]=[CH:5][CH:4]=[CH:3][CH:2]=1. (7) Given the reactants [Cl:1][C:2]1[CH:7]=[C:6]([Cl:8])[CH:5]=[CH:4][C:3]=1[C:9]1[N:14]=[C:13]([S:15][CH2:16][CH3:17])[N:12]=[C:11]([NH2:18])[CH:10]=1.[Cl:19][CH2:20][C:21](=O)[CH2:22]Cl, predict the reaction product. The product is: [Cl:19][CH2:20][C:21]1[N:18]=[C:11]2[CH:10]=[C:9]([C:3]3[CH:4]=[CH:5][C:6]([Cl:8])=[CH:7][C:2]=3[Cl:1])[N:14]=[C:13]([S:15][CH2:16][CH3:17])[N:12]2[CH:22]=1. (8) Given the reactants Br[C:2]1[CH:11]=[CH:10][C:9]2[N:8]=[CH:7][C:6]3[N:12]([CH3:23])[C:13](=[O:22])[N:14]([C:15]4[C:16]([CH3:21])=[N:17][N:18]([CH3:20])[CH:19]=4)[C:5]=3[C:4]=2[CH:3]=1.[NH2:24][C:25]1[N:34]=[CH:33][C:32](B2OC(C)(C)C(C)(C)O2)=[CH:31][C:26]=1[C:27]([NH:29][CH3:30])=[O:28], predict the reaction product. The product is: [NH2:24][C:25]1[N:34]=[CH:33][C:32]([C:2]2[CH:11]=[CH:10][C:9]3[N:8]=[CH:7][C:6]4[N:12]([CH3:23])[C:13](=[O:22])[N:14]([C:15]5[C:16]([CH3:21])=[N:17][N:18]([CH3:20])[CH:19]=5)[C:5]=4[C:4]=3[CH:3]=2)=[CH:31][C:26]=1[C:27]([NH:29][CH3:30])=[O:28]. (9) Given the reactants Cl[C:2]1[N:3]=[C:4]([N:23]2[CH2:28][CH2:27][O:26][CH2:25][CH2:24]2)[C:5]2[N:11]=[C:10]([CH2:12][N:13]3[CH2:16][CH:15]([CH:17]4[CH2:22][CH2:21][O:20][CH2:19][CH2:18]4)[CH2:14]3)[CH:9]=[CH:8][C:6]=2[N:7]=1.[Si]([N:36]1[C:44]2[C:39](=[C:40](B3OC(C)(C)C(C)(C)O3)[C:41]([F:45])=[CH:42][CH:43]=2)[CH:38]=[CH:37]1)(C(C)(C)C)(C)C, predict the reaction product. The product is: [F:45][C:41]1[C:40]([C:2]2[N:3]=[C:4]([N:23]3[CH2:28][CH2:27][O:26][CH2:25][CH2:24]3)[C:5]3[N:11]=[C:10]([CH2:12][N:13]4[CH2:16][CH:15]([CH:17]5[CH2:22][CH2:21][O:20][CH2:19][CH2:18]5)[CH2:14]4)[CH:9]=[CH:8][C:6]=3[N:7]=2)=[C:39]2[C:44](=[CH:43][CH:42]=1)[NH:36][CH:37]=[CH:38]2.